This data is from Forward reaction prediction with 1.9M reactions from USPTO patents (1976-2016). The task is: Predict the product of the given reaction. (1) Given the reactants C([O-])([O-])=O.[K+].[K+].[CH2:7](Br)[CH:8]=[CH2:9].[CH2:11]([C:14]1[C:15]([Cl:24])=[C:16]([CH:19]=[C:20]([Br:23])[C:21]=1[SH:22])[C:17]#[N:18])[CH:12]=[CH2:13], predict the reaction product. The product is: [CH2:11]([C:14]1[C:15]([Cl:24])=[C:16]([CH:19]=[C:20]([Br:23])[C:21]=1[S:22][CH2:9][CH:8]=[CH2:7])[C:17]#[N:18])[CH:12]=[CH2:13]. (2) Given the reactants [Cl:1][C:2]1[CH:23]=[CH:22][C:5]([O:6][C:7]2[CH:12]=[CH:11][C:10]([C:13]3([CH:16]=[O:17])C[CH2:14]3)=[C:9]([C:18]([F:21])([F:20])[F:19])[CH:8]=2)=[CH:4][CH:3]=1.[OH-].[K+].C[S+](C)C.COS([O-])(=O)=O.[Na+].[Cl-], predict the reaction product. The product is: [Cl:1][C:2]1[CH:23]=[CH:22][C:5]([O:6][C:7]2[CH:12]=[CH:11][C:10]([C:13]3([CH3:14])[CH2:16][O:17]3)=[C:9]([C:18]([F:21])([F:20])[F:19])[CH:8]=2)=[CH:4][CH:3]=1. (3) Given the reactants [C:1]([C:3]1[CH:8]=[CH:7][C:6]([CH2:9][CH2:10][N:11]2[CH2:16][CH2:15][C:14]([CH2:18][N:19]([CH3:30])[C:20]3[CH:28]=[CH:27][C:23]([C:24]([OH:26])=[O:25])=[CH:22][C:21]=3[CH3:29])([OH:17])[CH2:13][CH2:12]2)=[CH:5][CH:4]=1)#[N:2].[ClH:31], predict the reaction product. The product is: [ClH:31].[C:1]([C:3]1[CH:4]=[CH:5][C:6]([CH2:9][CH2:10][N:11]2[CH2:16][CH2:15][C:14]([CH2:18][N:19]([CH3:30])[C:20]3[CH:28]=[CH:27][C:23]([C:24]([OH:26])=[O:25])=[CH:22][C:21]=3[CH3:29])([OH:17])[CH2:13][CH2:12]2)=[CH:7][CH:8]=1)#[N:2].